Dataset: Forward reaction prediction with 1.9M reactions from USPTO patents (1976-2016). Task: Predict the product of the given reaction. (1) Given the reactants [NH2:1]OS(=O)(=O)O.C(=O)([O-])O.[Na+].[CH:12]1([CH2:15][O:16][C:17]2[CH:18]=[CH:19][C:20]([NH2:23])=[N:21][CH:22]=2)[CH2:14][CH2:13]1.[CH2:24]([O:31][C:32]1[CH:39]=[CH:38][C:35]([CH:36]=O)=[CH:34][CH:33]=1)[C:25]1[CH:30]=[CH:29][CH:28]=[CH:27][CH:26]=1.C(=O)([O-])[O-].[K+].[K+], predict the reaction product. The product is: [CH2:24]([O:31][C:32]1[CH:39]=[CH:38][C:35]([C:36]2[N:23]=[C:20]3[CH:19]=[CH:18][C:17]([O:16][CH2:15][CH:12]4[CH2:13][CH2:14]4)=[CH:22][N:21]3[N:1]=2)=[CH:34][CH:33]=1)[C:25]1[CH:30]=[CH:29][CH:28]=[CH:27][CH:26]=1. (2) Given the reactants [H][H].[CH2:3]([N:5]1[CH2:15][CH:14]2[O:16][CH:7]([C:8]3[C:13]2=[CH:12][C:11]([N+:17]([O-])=O)=[CH:10][CH:9]=3)[CH2:6]1)[CH3:4], predict the reaction product. The product is: [CH2:3]([N:5]1[CH2:15][CH:14]2[O:16][CH:7]([C:8]3[C:13]2=[CH:12][C:11]([NH2:17])=[CH:10][CH:9]=3)[CH2:6]1)[CH3:4]. (3) Given the reactants [CH3:1][NH2:2].[F:3][C:4]1[CH:9]=[CH:8][CH:7]=[CH:6][C:5]=1[S:10](Cl)(=[O:12])=[O:11], predict the reaction product. The product is: [F:3][C:4]1[CH:9]=[CH:8][CH:7]=[CH:6][C:5]=1[S:10]([NH:2][CH3:1])(=[O:12])=[O:11]. (4) Given the reactants Br[C:2]1[CH:3]=[C:4]2[C:9](=[CH:10][CH:11]=1)[N:8]=[CH:7][C:6]([C:12](=[O:14])[CH3:13])=[C:5]2[NH:15][C:16]1[CH:21]=[CH:20][CH:19]=[C:18]([CH2:22][CH2:23][N:24]([CH3:26])[CH3:25])[CH:17]=1.[Cl:27][C:28]1[CH:33]=[C:32](B2OC(C)(C)C(C)(C)O2)[CH:31]=[C:30]([Cl:43])[C:29]=1[OH:44], predict the reaction product. The product is: [Cl:27][C:28]1[CH:33]=[C:32]([C:2]2[CH:3]=[C:4]3[C:9](=[CH:10][CH:11]=2)[N:8]=[CH:7][C:6]([C:12](=[O:14])[CH3:13])=[C:5]3[NH:15][C:16]2[CH:21]=[CH:20][CH:19]=[C:18]([CH2:22][CH2:23][N:24]([CH3:26])[CH3:25])[CH:17]=2)[CH:31]=[C:30]([Cl:43])[C:29]=1[OH:44]. (5) Given the reactants C[Si]([C:5]#[N:6])(C)C.[C:7]([C:11]1[CH:16]=[CH:15][N+:14]([O-])=[CH:13][CH:12]=1)([CH3:10])([CH3:9])[CH3:8].CN(C)C(Cl)=O.C([O-])([O-])=O.[K+].[K+], predict the reaction product. The product is: [C:5]([C:15]1[CH:16]=[C:11]([C:7]([CH3:10])([CH3:9])[CH3:8])[CH:12]=[CH:13][N:14]=1)#[N:6]. (6) Given the reactants [Cl:1][C:2]1[N:7]=[C:6](Cl)[C:5]([F:9])=[CH:4][N:3]=1.[NH2:10][CH:11]([C:18]1([CH3:23])[CH2:22][CH2:21][CH2:20][CH2:19]1)[CH2:12][C:13]([O:15][CH2:16][CH3:17])=[O:14].C(N(CC)CC)C, predict the reaction product. The product is: [Cl:1][C:2]1[N:7]=[C:6]([NH:10][CH:11]([C:18]2([CH3:23])[CH2:19][CH2:20][CH2:21][CH2:22]2)[CH2:12][C:13]([O:15][CH2:16][CH3:17])=[O:14])[C:5]([F:9])=[CH:4][N:3]=1. (7) Given the reactants [Cl:1][C:2]1[CH:10]=[CH:9][C:8]([C:11]2[N:12]([C:22]([O:24][C:25]([CH3:28])([CH3:27])[CH3:26])=[O:23])[C:13]3[C:18]([CH:19]=2)=[CH:17][C:16]([CH:20]=O)=[CH:15][CH:14]=3)=[C:7]2[C:3]=1[CH2:4][NH:5][C:6]2=[O:29].[OH:30][C:31]1([C:37]2[CH:42]=[CH:41][CH:40]=[CH:39][CH:38]=2)[CH2:36][CH2:35][NH:34][CH2:33][CH2:32]1.C(O[BH-](OC(=O)C)OC(=O)C)(=O)C.[Na+], predict the reaction product. The product is: [Cl:1][C:2]1[CH:10]=[CH:9][C:8]([C:11]2[N:12]([C:22]([O:24][C:25]([CH3:27])([CH3:26])[CH3:28])=[O:23])[C:13]3[C:18]([CH:19]=2)=[CH:17][C:16]([CH2:20][N:34]2[CH2:35][CH2:36][C:31]([OH:30])([C:37]4[CH:42]=[CH:41][CH:40]=[CH:39][CH:38]=4)[CH2:32][CH2:33]2)=[CH:15][CH:14]=3)=[C:7]2[C:3]=1[CH2:4][NH:5][C:6]2=[O:29]. (8) Given the reactants [OH:1][C:2]1[CH:3]=[C:4]([CH2:10][C:11]([OH:13])=[O:12])[CH:5]=[CH:6][C:7]=1[O:8][CH3:9].S(=O)(=O)(O)O.[CH3:19]O, predict the reaction product. The product is: [OH:1][C:2]1[CH:3]=[C:4]([CH2:10][C:11]([O:13][CH3:19])=[O:12])[CH:5]=[CH:6][C:7]=1[O:8][CH3:9]. (9) Given the reactants [CH:1](/[C@@H:5]1[CH2:10][C@H:9]([N:11]([CH:13]([CH3:15])[CH3:14])[CH3:12])[CH2:8][CH2:7][C@@H:6]1[NH:16]C(=O)OCC1C=CC=CC=1)=[CH:2]/[CH2:3][CH3:4], predict the reaction product. The product is: [CH2:1]([C@H:5]1[C@@H:6]([NH2:16])[CH2:7][CH2:8][C@@H:9]([N:11]([CH:13]([CH3:14])[CH3:15])[CH3:12])[CH2:10]1)[CH2:2][CH2:3][CH3:4].